The task is: Predict the product of the given reaction.. This data is from Forward reaction prediction with 1.9M reactions from USPTO patents (1976-2016). Given the reactants [N:1]1[CH:6]=[CH:5][CH:4]=[C:3]([NH2:7])[CH:2]=1.[Br:8][C:9]1[CH:10]=[CH:11][C:12]([O:18][CH2:19][C:20]2[CH:25]=[CH:24][CH:23]=[C:22]([O:26][CH3:27])[CH:21]=2)=[C:13]([CH:17]=1)[C:14](O)=[O:15].Cl.CN(C)CCCN=C=NCC.ON1C2C=CC=CC=2N=N1, predict the reaction product. The product is: [Br:8][C:9]1[CH:10]=[CH:11][C:12]([O:18][CH2:19][C:20]2[CH:25]=[CH:24][CH:23]=[C:22]([O:26][CH3:27])[CH:21]=2)=[C:13]([CH:17]=1)[C:14]([NH:7][C:3]1[CH:2]=[N:1][CH:6]=[CH:5][CH:4]=1)=[O:15].